This data is from Full USPTO retrosynthesis dataset with 1.9M reactions from patents (1976-2016). The task is: Predict the reactants needed to synthesize the given product. The reactants are: [Cl:1][C:2]1[N:7]=[CH:6][C:5]([CH2:8][O:9][C:10]2[CH:11]=[CH:12][C:13]3[O:17][C:16]([CH:18]([NH:25][C:26]4[CH:31]=[CH:30][C:29]([C:32]([N:34]([CH3:42])[CH2:35][CH2:36][C:37]([O:39]CC)=[O:38])=[O:33])=[CH:28][CH:27]=4)[CH:19]4[CH2:24][CH2:23][CH2:22][CH2:21][CH2:20]4)=[C:15]([CH3:43])[C:14]=3[CH:44]=2)=[CH:4][CH:3]=1.[OH-].[Na+]. Given the product [Cl:1][C:2]1[N:7]=[CH:6][C:5]([CH2:8][O:9][C:10]2[CH:11]=[CH:12][C:13]3[O:17][C:16]([CH:18]([NH:25][C:26]4[CH:27]=[CH:28][C:29]([C:32]([N:34]([CH3:42])[CH2:35][CH2:36][C:37]([OH:39])=[O:38])=[O:33])=[CH:30][CH:31]=4)[CH:19]4[CH2:24][CH2:23][CH2:22][CH2:21][CH2:20]4)=[C:15]([CH3:43])[C:14]=3[CH:44]=2)=[CH:4][CH:3]=1, predict the reactants needed to synthesize it.